From a dataset of Full USPTO retrosynthesis dataset with 1.9M reactions from patents (1976-2016). Predict the reactants needed to synthesize the given product. (1) Given the product [O:1]1[CH2:5][CH2:4][N:3]([C:6]([O:8][CH3:9])=[O:7])[S:2]1(=[O:11])=[O:10], predict the reactants needed to synthesize it. The reactants are: [O:1]1[CH2:5][CH2:4][N:3]([C:6]([O:8][CH3:9])=[O:7])[S:2]1=[O:10].[OH2:11]. (2) Given the product [C:2]([N+:6]([O-:7])=[CH:18][C:17]1[CH:20]=[CH:21][CH:22]=[CH:23][C:16]=1[S:15][C:12]1[CH:13]=[CH:14][C:9]([Cl:8])=[CH:10][CH:11]=1)([CH3:5])([CH3:4])[CH3:3], predict the reactants needed to synthesize it. The reactants are: Cl.[C:2]([NH:6][OH:7])([CH3:5])([CH3:4])[CH3:3].[Cl:8][C:9]1[CH:14]=[CH:13][C:12]([S:15][C:16]2[CH:23]=[CH:22][CH:21]=[CH:20][C:17]=2[CH:18]=O)=[CH:11][CH:10]=1. (3) Given the product [Br:1][C:2]1[CH:11]=[CH:10][C:5]([C:6]2[N:21]([CH2:22][C@@H:23]3[CH2:27][CH2:26][N:25]([C:28]([O:30][C:31]([CH3:34])([CH3:33])[CH3:32])=[O:29])[CH2:24]3)[CH:13]=[N:9][N:8]=2)=[C:4]([F:12])[CH:3]=1, predict the reactants needed to synthesize it. The reactants are: [Br:1][C:2]1[CH:11]=[CH:10][C:5]([C:6]([NH:8][NH2:9])=O)=[C:4]([F:12])[CH:3]=1.[CH3:13]OC(OC)N(C)C.[NH2:21][CH2:22][C@@H:23]1[CH2:27][CH2:26][N:25]([C:28]([O:30][C:31]([CH3:34])([CH3:33])[CH3:32])=[O:29])[CH2:24]1. (4) Given the product [CH3:17][N:18]1[C:2]2[CH:7]=[C:6]([CH3:8])[CH:5]=[CH:4][C:3]=2[C:9]([C:11]2[CH:16]=[CH:15][CH:14]=[CH:13][CH:12]=2)=[N:21][CH2:20][CH2:19]1, predict the reactants needed to synthesize it. The reactants are: F[C:2]1[CH:7]=[C:6]([CH3:8])[CH:5]=[CH:4][C:3]=1[C:9]([C:11]1[CH:16]=[CH:15][CH:14]=[CH:13][CH:12]=1)=O.[CH3:17][NH:18][CH2:19][CH2:20][NH2:21].